This data is from Catalyst prediction with 721,799 reactions and 888 catalyst types from USPTO. The task is: Predict which catalyst facilitates the given reaction. (1) Reactant: C(OC(=O)[NH:7][CH2:8][CH2:9][CH2:10][CH2:11][C:12]1[CH:17]=[CH:16][C:15]([O:18][CH2:19][C:20]#[N:21])=[CH:14][CH:13]=1)(C)(C)C.FC(F)(F)C(O)=O. Product: [NH2:7][CH2:8][CH2:9][CH2:10][CH2:11][C:12]1[CH:17]=[CH:16][C:15]([O:18][CH2:19][C:20]#[N:21])=[CH:14][CH:13]=1. The catalyst class is: 4. (2) The catalyst class is: 5. Reactant: C([O:3][C:4](=[O:34])[C:5]([S:8][C:9]1[CH:14]=[CH:13][C:12]([O:15][CH2:16][CH2:17][N:18]2[C:23](=[O:24])[C:22]3[N:25]([CH3:31])[N:26]=[C:27]([CH2:28][CH2:29][CH3:30])[C:21]=3[N:20]=[C:19]2[CH2:32][CH3:33])=[CH:11][CH:10]=1)([CH3:7])[CH3:6])C.C(=O)([O-])[O-].[Na+].[Na+]. Product: [CH2:32]([C:19]1[N:18]([CH2:17][CH2:16][O:15][C:12]2[CH:13]=[CH:14][C:9]([S:8][C:5]([CH3:7])([CH3:6])[C:4]([OH:34])=[O:3])=[CH:10][CH:11]=2)[C:23](=[O:24])[C:22]2[N:25]([CH3:31])[N:26]=[C:27]([CH2:28][CH2:29][CH3:30])[C:21]=2[N:20]=1)[CH3:33]. (3) Reactant: Cl.[NH:2]1[C:7]2[N:8]=[CH:9][CH:10]=[CH:11][C:6]=2[C:5]2([CH2:16][CH2:15][NH:14][CH2:13][CH2:12]2)[O:4][C:3]1=[O:17].Cl[C:19]1[N:24]=[CH:23][N:22]=[C:21]([O:25][C:26]2[CH:27]=[C:28]([CH3:40])[C:29]3[N:33]=[C:32]([C@H:34]4[CH2:38][CH2:37][CH2:36][O:35]4)[NH:31][C:30]=3[CH:39]=2)[CH:20]=1.CCN(C(C)C)C(C)C.C([O-])(O)=O.[Na+]. Product: [CH3:40][C:28]1[C:29]2[N:33]=[C:32]([C@H:34]3[CH2:38][CH2:37][CH2:36][O:35]3)[NH:31][C:30]=2[CH:39]=[C:26]([O:25][C:21]2[N:22]=[CH:23][N:24]=[C:19]([N:14]3[CH2:13][CH2:12][C:5]4([O:4][C:3](=[O:17])[NH:2][C:7]5[N:8]=[CH:9][CH:10]=[CH:11][C:6]4=5)[CH2:16][CH2:15]3)[CH:20]=2)[CH:27]=1. The catalyst class is: 3. (4) Reactant: [C:1]([O:5][C:6]([NH:8][CH2:9][C@H:10]1[CH2:15][CH2:14][C@H:13]([C:16]([NH:18][C@H:19]([C:37]([NH:39][C:40]2[CH:45]=[CH:44][C:43]([C:46]3[NH:50][C:49]([C:51]([F:59])([F:58])[C:52]([C:55]([OH:57])=[O:56])([F:54])[F:53])=[N:48][N:47]=3)=[CH:42][CH:41]=2)=[O:38])[CH2:20][C:21]2[CH:26]=[CH:25][C:24]([C:27]3[CH:32]=[CH:31][C:30]([C:33](O)=[O:34])=[CH:29][C:28]=3[CH3:36])=[CH:23][CH:22]=2)=[O:17])[CH2:12][CH2:11]1)=[O:7])([CH3:4])([CH3:3])[CH3:2].[NH2:60][CH2:61][C:62]([N:64]1[CH2:69][CH2:68][CH:67]([N:70]([CH3:72])[CH3:71])[CH2:66][CH2:65]1)=[O:63].C(N(CC)C(C)C)(C)C.F[P-](F)(F)(F)(F)F.CN(C(ON1C2=NC=CC=C2N=N1)=[N+](C)C)C. Product: [C:1]([O:5][C:6]([NH:8][CH2:9][C@H:10]1[CH2:11][CH2:12][C@H:13]([C:16]([NH:18][C@@H:19]([CH2:20][C:21]2[CH:26]=[CH:25][C:24]([C:27]3[CH:32]=[CH:31][C:30]([C:33](=[O:34])[NH:60][CH2:61][C:62]([N:64]4[CH2:69][CH2:68][CH:67]([N:70]([CH3:72])[CH3:71])[CH2:66][CH2:65]4)=[O:63])=[CH:29][C:28]=3[CH3:36])=[CH:23][CH:22]=2)[C:37]([NH:39][C:40]2[CH:41]=[CH:42][C:43]([C:46]3[NH:50][C:49]([C:51]([F:59])([F:58])[C:52]([F:53])([F:54])[C:55]([OH:57])=[O:56])=[N:48][N:47]=3)=[CH:44][CH:45]=2)=[O:38])=[O:17])[CH2:14][CH2:15]1)=[O:7])([CH3:3])([CH3:2])[CH3:4]. The catalyst class is: 9. (5) Reactant: [F:1][C:2]1[CH:3]=[C:4]([NH:31][C:32]2[CH:37]=[CH:36][C:35]([I:38])=[CH:34][C:33]=2[F:39])[C:5]([N:21]2[CH:27]([OH:28])[CH2:26][C:23]3([CH2:25][CH2:24]3)[S:22]2(=[O:30])=[O:29])=[C:6]([CH:20]=1)[O:7][C:8]1[CH:9]=[C:10]([NH:14][S:15]([CH2:18][CH3:19])(=[O:17])=[O:16])[CH:11]=[CH:12][CH:13]=1.[BH4-].[Na+]. Product: [CH2:18]([S:15]([NH:14][C:10]1[CH:9]=[C:8]([CH:13]=[CH:12][CH:11]=1)[O:7][C:6]1[CH:20]=[C:2]([F:1])[CH:3]=[C:4]([NH:31][C:32]2[CH:37]=[CH:36][C:35]([I:38])=[CH:34][C:33]=2[F:39])[C:5]=1[NH:21][S:22]([C:23]1([CH2:26][CH2:27][OH:28])[CH2:25][CH2:24]1)(=[O:30])=[O:29])(=[O:17])=[O:16])[CH3:19]. The catalyst class is: 5. (6) Reactant: [N+:1]([C:4]1[CH:5]=[N:6][CH:7]=[CH:8][C:9]=1[N:10]1[CH2:19][CH2:18][C:17]2[C:12](=[CH:13][CH:14]=[CH:15][CH:16]=2)[CH2:11]1)([O-])=O.[CH3:20][C:21]([Mg]Br)=[CH:22][CH3:23].[Cl-].[NH4+]. Product: [CH3:20][C:21]1[NH:1][C:4]2[C:5](=[N:6][CH:7]=[CH:8][C:9]=2[N:10]2[CH2:19][CH2:18][C:17]3[C:12](=[CH:13][CH:14]=[CH:15][CH:16]=3)[CH2:11]2)[C:22]=1[CH3:23]. The catalyst class is: 7.